Dataset: Forward reaction prediction with 1.9M reactions from USPTO patents (1976-2016). Task: Predict the product of the given reaction. (1) The product is: [Cl:10][C:9]1[C:2]([NH2:1])=[C:11]([CH:13]([F:16])[F:14])[CH:6]=[CH:7][N:8]=1. Given the reactants [NH2:1][C:2]1[C:9]([Cl:10])=[N:8][CH:7]=[CH:6]C=1C=O.[C:11](O)([C:13]([F:16])(F)[F:14])=O.CCCCCCCCCCCCOS([O-])(=O)=O.[Na+], predict the reaction product. (2) Given the reactants [N+:1]([C:4]1[C:5](O)=[N:6][CH:7]=[N:8][CH:9]=1)([O-:3])=[O:2].P(Cl)(Cl)([Cl:13])=O, predict the reaction product. The product is: [Cl:13][C:5]1[C:4]([N+:1]([O-:3])=[O:2])=[CH:9][N:8]=[CH:7][N:6]=1. (3) Given the reactants C([NH:8][C:9]1[C:10](=[O:16])[N:11]([CH3:15])[C:12](=[O:14])[N:13]=1)C1C=CC=CC=1, predict the reaction product. The product is: [NH2:8][CH:9]1[NH:13][C:12](=[O:14])[N:11]([CH3:15])[C:10]1=[O:16].